This data is from Full USPTO retrosynthesis dataset with 1.9M reactions from patents (1976-2016). The task is: Predict the reactants needed to synthesize the given product. (1) Given the product [F:7][C:10]([O:12][CH2:13][C:14]([CH3:17])([CH3:16])[CH3:15])=[O:11], predict the reactants needed to synthesize it. The reactants are: C1(=O)OCCO1.[F-:7].[K+].Cl[C:10]([O:12][CH2:13][C:14]([CH3:17])([CH3:16])[CH3:15])=[O:11].ClC([O-])=O. (2) Given the product [S:48]([OH:51])([O:47][N:42]1[C:41](=[O:52])[N:40]2[CH2:46][C@H:43]1[CH2:44][CH2:45][C@H:39]2[C:37]1[O:36][N:35]=[C:34]([CH:31]2[CH2:32][CH2:33][NH:28][CH2:29][CH2:30]2)[N:38]=1)(=[O:49])=[O:50], predict the reactants needed to synthesize it. The reactants are: N(CC)CC.S([O-])([O-])(=O)=O.C1C2C(COC([N:28]3[CH2:33][CH2:32][CH:31]([C:34]4[N:38]=[C:37]([C@@H:39]5[CH2:45][CH2:44][C@@H:43]6[CH2:46][N:40]5[C:41](=[O:52])[N:42]6[O:47][S:48]([OH:51])(=[O:50])=[O:49])[O:36][N:35]=4)[CH2:30][CH2:29]3)=O)C3C(=CC=CC=3)C=2C=CC=1.C([N+](CCCC)(CCCC)CCCC)CCC.C([N+](CCCC)(CCCC)CCCC)CCC. (3) Given the product [F:27][C:19]1([F:26])[C@H:20]([OH:25])[C@@H:21]([CH2:23][OH:24])[O:22][C@H:18]1[N:12]1[CH:11]=[CH:10][C:16]([NH:17][C:2]([O:4][CH2:5][CH2:6][CH2:7][CH2:8][CH3:9])=[O:3])=[N:15][C:13]1=[O:14], predict the reactants needed to synthesize it. The reactants are: Cl[C:2]([O:4][CH2:5][CH2:6][CH2:7][CH2:8][CH3:9])=[O:3].[CH:10]1[C:16]([NH2:17])=[N:15][C:13](=[O:14])[N:12]([C@@H:18]2[O:22][C@H:21]([CH2:23][OH:24])[C@@H:20]([OH:25])[C:19]2([F:27])[F:26])[CH:11]=1.Cl. (4) The reactants are: Cl[C:2]1[N:7]=[CH:6][C:5]2[C:8]3([CH2:16][CH2:15]3)[C:9](=[O:14])[N:10]([CH:11]3[CH2:13][CH2:12]3)[C:4]=2[CH:3]=1.[N:17]1[CH:22]=[CH:21][CH:20]=[C:19](B(O)O)[CH:18]=1. Given the product [CH:11]1([N:10]2[C:4]3[CH:3]=[C:2]([C:19]4[CH:18]=[N:17][CH:22]=[CH:21][CH:20]=4)[N:7]=[CH:6][C:5]=3[C:8]3([CH2:16][CH2:15]3)[C:9]2=[O:14])[CH2:13][CH2:12]1, predict the reactants needed to synthesize it.